This data is from Reaction yield outcomes from USPTO patents with 853,638 reactions. The task is: Predict the reaction yield, written as a fraction of the theoretical maximum amount of product (1.0 means a 100% yield; for example, 0.34 means a 34% yield). (1) The reactants are [Cl:1][C:2]1[C:3]([F:49])=[C:4]([C:14]2[N:15]=[CH:16][N:17]([C@@H:21]3[C:37]4[CH:38]=[C:33]([CH:34]=[CH:35][N:36]=4)[C:32]4[N:31](COCC[Si](C)(C)C)[N:30]=[CH:29][C:28]=4[NH:27][C:26](=[O:47])[C@H:25]([CH3:48])[CH2:24][CH2:23][CH2:22]3)[C:18](=[O:20])[CH:19]=2)[C:5]([N:8]2[CH:12]=[C:11]([Cl:13])[N:10]=[N:9]2)=[CH:6][CH:7]=1.[C:50]([OH:56])([C:52]([F:55])([F:54])[F:53])=[O:51]. The catalyst is C(Cl)Cl. The product is [F:53][C:52]([F:55])([F:54])[C:50]([OH:56])=[O:51].[Cl:1][C:2]1[C:3]([F:49])=[C:4]([C:14]2[N:15]=[CH:16][N:17]([C@@H:21]3[C:37]4[CH:38]=[C:33]([CH:34]=[CH:35][N:36]=4)[C:32]4[NH:31][N:30]=[CH:29][C:28]=4[NH:27][C:26](=[O:47])[C@H:25]([CH3:48])[CH2:24][CH2:23][CH2:22]3)[C:18](=[O:20])[CH:19]=2)[C:5]([N:8]2[CH:12]=[C:11]([Cl:13])[N:10]=[N:9]2)=[CH:6][CH:7]=1. The yield is 0.460. (2) The reactants are [CH3:1][O:2][C:3]([CH:5]1[CH2:9][CH:8]([CH2:10][O:11][CH3:12])[CH2:7][N:6]1[C:13]([O:15][C:16]([CH3:19])([CH3:18])[CH3:17])=[O:14])=[O:4].[Li+].[OH-].Cl.BrC[C:25]([C:27]1[CH:32]=[CH:31][C:30]([Br:33])=[CH:29][CH:28]=1)=[O:26].C(N(CC)CC)C. The catalyst is CO. The product is [C:16]([O:15][C:13]([N:6]1[CH2:7][CH:8]([CH2:10][O:11][CH3:12])[CH2:9][CH:5]1[C:3]([O:2][CH2:1][C:25]([C:27]1[CH:32]=[CH:31][C:30]([Br:33])=[CH:29][CH:28]=1)=[O:26])=[O:4])=[O:14])([CH3:19])([CH3:18])[CH3:17]. The yield is 0.970.